Dataset: Catalyst prediction with 721,799 reactions and 888 catalyst types from USPTO. Task: Predict which catalyst facilitates the given reaction. (1) Reactant: [CH3:1][NH:2][CH2:3][CH:4]([C:6]1[CH:11]=[CH:10][CH:9]=[CH:8][CH:7]=1)[OH:5].[H-].[Na+].[O:14]1[C:18]2[CH:19]=[CH:20][CH:21]=[CH:22][C:17]=2[CH:16]=[C:15]1[C:23]1[N:27]2[N:28]=[C:29](Cl)[CH:30]=[CH:31][C:26]2=[N:25][CH:24]=1. Product: [O:14]1[C:18]2[CH:19]=[CH:20][CH:21]=[CH:22][C:17]=2[CH:16]=[C:15]1[C:23]1[N:27]2[N:28]=[C:29]([N:2]([CH3:1])[CH2:3][CH:4]([C:6]3[CH:11]=[CH:10][CH:9]=[CH:8][CH:7]=3)[OH:5])[CH:30]=[CH:31][C:26]2=[N:25][CH:24]=1. The catalyst class is: 3. (2) Reactant: [NH2:1][C:2]1[CH:9]=[CH:8][CH:7]=[CH:6][C:3]=1[C:4]#[N:5].P(=O)(O)(O)O.[N+]([O-])(O)=O.[N:19]([O-])=O.[Na+].C([O-])(=O)C.[K+].[C:28]([CH2:31][C:32](=[O:34])[CH3:33])(=[O:30])[CH3:29]. Product: [C:28]([C:31](=[N:19][NH:1][C:2]1[CH:9]=[CH:8][CH:7]=[CH:6][C:3]=1[C:4]#[N:5])[C:32](=[O:34])[CH3:33])(=[O:30])[CH3:29]. The catalyst class is: 97. (3) Reactant: [C:1]1([C:7]2[N:12]=[C:11]([N:13]3[CH2:18][CH2:17][CH:16]([OH:19])[CH2:15][CH2:14]3)[CH:10]=[C:9]([C:20]3[CH:25]=[CH:24][CH:23]=[CH:22][CH:21]=3)[N:8]=2)[CH:6]=[CH:5][CH:4]=[CH:3][CH:2]=1.[C:26]1(=[O:36])[O:31][C:29](=[O:30])[C:28]2=[CH:32][CH:33]=[CH:34][CH:35]=[C:27]12. Product: [C:1]1([C:7]2[N:12]=[C:11]([N:13]3[CH2:14][CH2:15][CH:16]([O:19][C:26](=[O:36])[C:27]4[C:28](=[CH:32][CH:33]=[CH:34][CH:35]=4)[C:29]([OH:31])=[O:30])[CH2:17][CH2:18]3)[CH:10]=[C:9]([C:20]3[CH:25]=[CH:24][CH:23]=[CH:22][CH:21]=3)[N:8]=2)[CH:2]=[CH:3][CH:4]=[CH:5][CH:6]=1. The catalyst class is: 864.